Dataset: CYP3A4 inhibition data for predicting drug metabolism from PubChem BioAssay. Task: Regression/Classification. Given a drug SMILES string, predict its absorption, distribution, metabolism, or excretion properties. Task type varies by dataset: regression for continuous measurements (e.g., permeability, clearance, half-life) or binary classification for categorical outcomes (e.g., BBB penetration, CYP inhibition). Dataset: cyp3a4_veith. (1) The molecule is COc1ccccc1CNc1nc(-c2ccc(C(=O)N(C)C)cc2)nc2ccccc12. The result is 1 (inhibitor). (2) The molecule is CN(C(=O)CCCOc1ccc2[nH]c(=O)ccc2c1)C1CCCCC1. The result is 1 (inhibitor). (3) The drug is CN(C)N1C(N)=C(C#N)C(c2cccnc2)C2=C1CC(C)(C)CC2=O. The result is 1 (inhibitor). (4) The compound is C[NH+](C)CCOC(=O)C1(c2ccccc2)CCOCC1.[Cl-]. The result is 0 (non-inhibitor). (5) The compound is Cl.O=C(O)c1ccccc1N/N=C\c1ccnc2ccccc12. The result is 0 (non-inhibitor). (6) The drug is Cn1nnnc1SCc1ccccc1[N+](=O)[O-]. The result is 0 (non-inhibitor). (7) The molecule is N#Cc1ccc(CN2CC3(CCNCC3)C2)cc1. The result is 0 (non-inhibitor).